Dataset: Full USPTO retrosynthesis dataset with 1.9M reactions from patents (1976-2016). Task: Predict the reactants needed to synthesize the given product. (1) Given the product [CH2:1]([O:3][C:4]([C:6]1[N:7]([CH3:20])[CH:8]=[C:9]([C:18]#[N:19])[C:10]=1[C:11]1[CH:16]=[CH:15][C:14]([Br:17])=[CH:13][CH:12]=1)=[O:5])[CH3:2], predict the reactants needed to synthesize it. The reactants are: [CH2:1]([O:3][C:4]([C:6]1[NH:7][CH:8]=[C:9]([C:18]#[N:19])[C:10]=1[C:11]1[CH:16]=[CH:15][C:14]([Br:17])=[CH:13][CH:12]=1)=[O:5])[CH3:2].[C:20]([O-])([O-])=O.[K+].[K+].IC.O. (2) Given the product [CH:2]([O:5][C:9]1[C:14]([CH:15]=[CH:16][C:17]([OH:19])=[O:18])=[CH:13][CH:12]=[C:11]([C:20]([F:21])([F:23])[F:22])[N:10]=1)([CH2:3][CH3:4])[CH3:1], predict the reactants needed to synthesize it. The reactants are: [CH3:1][CH:2]([OH:5])[CH2:3][CH3:4].[H-].[Na+].Cl[C:9]1[C:14]([CH:15]=[CH:16][C:17]([OH:19])=[O:18])=[CH:13][CH:12]=[C:11]([C:20]([F:23])([F:22])[F:21])[N:10]=1. (3) Given the product [CH3:29][O:30][C:31](=[O:41])[C:32]1[CH:37]=[C:36]([CH3:38])[CH:35]=[C:34]([NH:39][C:22]([C:17]2[C:18]([F:21])=[C:19]([F:20])[C:14]([C:11]3[CH:10]=[CH:9][C:8]([C:7]([CH3:28])([CH3:27])[O:6][SiH2:5][C:1]([CH3:3])([CH3:2])[CH3:4])=[CH:13][CH:12]=3)=[C:15]([F:26])[C:16]=2[F:25])=[O:24])[C:33]=1[NH2:40], predict the reactants needed to synthesize it. The reactants are: [C:1]([SiH2:5][O:6][C:7]([CH3:28])([CH3:27])[C:8]1[CH:13]=[CH:12][C:11]([C:14]2[C:19]([F:20])=[C:18]([F:21])[C:17]([C:22]([OH:24])=O)=[C:16]([F:25])[C:15]=2[F:26])=[CH:10][CH:9]=1)([CH3:4])([CH3:3])[CH3:2].[CH3:29][O:30][C:31](=[O:41])[C:32]1[CH:37]=[C:36]([CH3:38])[CH:35]=[C:34]([NH2:39])[C:33]=1[NH2:40].CN(C(ON1N=NC2C=CC=NC1=2)=[N+](C)C)C.F[P-](F)(F)(F)(F)F.C(N(CC)C(C)C)(C)C. (4) Given the product [N:20]([CH2:6][CH:7]([NH:12][C:13](=[O:14])[O:15][C:16]([CH3:19])([CH3:18])[CH3:17])[CH2:8][O:9][CH2:10][CH3:11])=[N+:21]=[N-:22], predict the reactants needed to synthesize it. The reactants are: CS(O[CH2:6][CH:7]([NH:12][C:13]([O:15][C:16]([CH3:19])([CH3:18])[CH3:17])=[O:14])[CH2:8][O:9][CH2:10][CH3:11])(=O)=O.[N-:20]=[N+:21]=[N-:22].[Na+].